Dataset: Reaction yield outcomes from USPTO patents with 853,638 reactions. Task: Predict the reaction yield, written as a fraction of the theoretical maximum amount of product (1.0 means a 100% yield; for example, 0.34 means a 34% yield). (1) The reactants are [C:1]1([C:7]2[N:11]([CH2:12][C:13]3[CH:18]=[CH:17][C:16]([C:19]([F:22])([F:21])[F:20])=[CH:15][CH:14]=3)[C:10]([C:23]3[CH:24]=[C:25]4[C:30](=[CH:31][CH:32]=3)[CH:29]=[C:28]([O:33][CH2:34][C:35]#[N:36])[CH:27]=[CH:26]4)=[CH:9][CH:8]=2)[CH:6]=[CH:5][CH:4]=[CH:3][CH:2]=1.[Cl-].[NH4+].[N-:39]=[N+:40]=[N-:41].[Na+].Cl. The catalyst is CN(C=O)C.CCOC(C)=O. The product is [C:1]1([C:7]2[N:11]([CH2:12][C:13]3[CH:18]=[CH:17][C:16]([C:19]([F:21])([F:20])[F:22])=[CH:15][CH:14]=3)[C:10]([C:23]3[CH:24]=[C:25]4[C:30](=[CH:31][CH:32]=3)[CH:29]=[C:28]([O:33][CH2:34][C:35]3[NH:41][N:40]=[N:39][N:36]=3)[CH:27]=[CH:26]4)=[CH:9][CH:8]=2)[CH:2]=[CH:3][CH:4]=[CH:5][CH:6]=1. The yield is 0.860. (2) The reactants are Br[C:2]1[CH:10]=[CH:9][C:8]([O:11][CH3:12])=[CH:7][C:3]=1[C:4]([OH:6])=[O:5].C(=O)([O-])[O-].[K+].[K+].[NH2:19][C:20]1[N:24]([CH3:25])[N:23]=[C:22]([C:26]([CH3:29])([CH3:28])[CH3:27])[CH:21]=1.C(O)(=O)C. The catalyst is CN(C=O)C.O.C([O-])(=O)C.[Cu+2].C([O-])(=O)C. The product is [C:26]([C:22]1[CH:21]=[C:20]([NH:19][C:2]2[CH:10]=[CH:9][C:8]([O:11][CH3:12])=[CH:7][C:3]=2[C:4]([OH:6])=[O:5])[N:24]([CH3:25])[N:23]=1)([CH3:29])([CH3:27])[CH3:28]. The yield is 0.310. (3) The reactants are Br[C:2]1[N:3]=[C:4]2[C:9](=[N:10][CH:11]=1)[N:8]=[CH:7][N:6]([CH3:12])[C:5]2=[O:13].[CH2:14]([S:16]([N:19]1[CH2:24][CH2:23][NH:22][CH2:21][CH2:20]1)(=[O:18])=[O:17])[CH3:15]. The catalyst is COCCO. The product is [CH2:14]([S:16]([N:19]1[CH2:20][CH2:21][N:22]([C:2]2[N:3]=[C:4]3[C:9](=[N:10][CH:11]=2)[N:8]=[CH:7][N:6]([CH3:12])[C:5]3=[O:13])[CH2:23][CH2:24]1)(=[O:18])=[O:17])[CH3:15]. The yield is 0.650. (4) The reactants are Cl[C:2]1[C:11]2[C:6](=[CH:7][CH:8]=[CH:9][CH:10]=2)[N:5]=[C:4]([C:12]([C:14]2[CH:19]=[CH:18][CH:17]=[C:16]([F:20])[CH:15]=2)=[O:13])[N:3]=1.CCN(C(C)C)C(C)C.[NH:30]1[CH:34]=[CH:33][C:32]([NH2:35])=[N:31]1. The catalyst is CN(C=O)C. The product is [NH:30]1[CH:34]=[CH:33][C:32]([NH:35][C:2]2[C:11]3[C:6](=[CH:7][CH:8]=[CH:9][CH:10]=3)[N:5]=[C:4]([C:12]([C:14]3[CH:19]=[CH:18][CH:17]=[C:16]([F:20])[CH:15]=3)=[O:13])[N:3]=2)=[N:31]1. The yield is 0.270. (5) The reactants are [Br:1][C:2]1[CH:7]=[CH:6][C:5]([NH2:8])=[C:4]([C:9]2[CH2:14][CH2:13][C:12]([CH3:16])([CH3:15])[CH2:11][CH:10]=2)[CH:3]=1.[C:17]([C:19]1[N:20]=[C:21]([C:32]([O-])=[O:33])[N:22]([CH2:24][O:25][CH2:26][CH2:27][Si:28]([CH3:31])([CH3:30])[CH3:29])[CH:23]=1)#[N:18].[K+].C1CN([P+](Br)(N2CCCC2)N2CCCC2)CC1.F[P-](F)(F)(F)(F)F.CCN(C(C)C)C(C)C. The catalyst is CN(C=O)C.CCOC(C)=O. The product is [Br:1][C:2]1[CH:7]=[CH:6][C:5]([NH:8][C:32]([C:21]2[N:22]([CH2:24][O:25][CH2:26][CH2:27][Si:28]([CH3:31])([CH3:30])[CH3:29])[CH:23]=[C:19]([C:17]#[N:18])[N:20]=2)=[O:33])=[C:4]([C:9]2[CH2:14][CH2:13][C:12]([CH3:16])([CH3:15])[CH2:11][CH:10]=2)[CH:3]=1. The yield is 0.880.